Dataset: Full USPTO retrosynthesis dataset with 1.9M reactions from patents (1976-2016). Task: Predict the reactants needed to synthesize the given product. Given the product [Br:8][C:5]1[CH:6]=[CH:7][C:2]([CH:16]([OH:17])[C:15]([CH3:18])=[CH2:14])=[CH:3][CH:4]=1, predict the reactants needed to synthesize it. The reactants are: Br[C:2]1[CH:7]=[CH:6][C:5]([Br:8])=[CH:4][CH:3]=1.C([Li])CCC.[CH3:14][C:15](=[CH2:18])[CH:16]=[O:17].[NH4+].[Cl-].